This data is from Full USPTO retrosynthesis dataset with 1.9M reactions from patents (1976-2016). The task is: Predict the reactants needed to synthesize the given product. (1) Given the product [Cl:1][C:2]1[CH:3]=[C:4]([N:17]([C:28]2[CH:33]=[CH:32][C:31]([F:34])=[CH:30][C:29]=2[CH3:35])[C:18]([O:20][CH:21]([O:23][C:24](=[O:27])[C:25]2[CH:43]=[CH:42][N:41]=[CH:40][CH:26]=2)[CH3:22])=[O:19])[CH:5]=[CH:6][C:7]=1[C:8](=[O:16])[C:9]1[CH:14]=[CH:13][CH:12]=[CH:11][C:10]=1[CH3:15], predict the reactants needed to synthesize it. The reactants are: [Cl:1][C:2]1[CH:3]=[C:4]([N:17]([C:28]2[CH:33]=[CH:32][C:31]([F:34])=[CH:30][C:29]=2[CH3:35])[C:18]([O:20][CH:21]([O:23][C:24](=[O:27])[CH2:25][CH3:26])[CH3:22])=[O:19])[CH:5]=[CH:6][C:7]=1[C:8](=[O:16])[C:9]1[CH:14]=[CH:13][CH:12]=[CH:11][C:10]=1[CH3:15].ClC(O[C:40](=O)[N:41](C1C=CC(C(=O)C2C=CC=CC=2C)=C(Cl)C=1)[C:42]1C=CC(F)=C[C:43]=1C)C.C([O-])(=O)C1C=CN=CC=1.C([N+](CCCC)(CCCC)CCCC)CCC. (2) Given the product [Cl:86][C:81]1[CH:80]=[C:79]([CH:74]([N:44]2[CH2:43][CH2:42][CH:41]([CH2:40][O:39][C:26]3[C:25]([CH:22]4[CH2:24][CH2:23]4)=[CH:37][C:29]([C:30]([O:32][C:33]([CH3:35])([CH3:36])[CH3:34])=[O:31])=[C:28]([F:38])[CH:27]=3)[CH2:46][CH2:45]2)[C:75]([F:78])([F:76])[F:77])[CH:84]=[CH:83][C:82]=1[F:85], predict the reactants needed to synthesize it. The reactants are: C1(C2C(O[C@@H]3CCCNC3)=CC(F)=C(C=2)C(OC)=O)CC1.[CH:22]1([C:25]2[C:26]([O:39][CH2:40][CH:41]3[CH2:46][CH2:45][NH:44][CH2:43][CH2:42]3)=[CH:27][C:28]([F:38])=[C:29]([CH:37]=2)[C:30]([O:32][C:33]([CH3:36])([CH3:35])[CH3:34])=[O:31])[CH2:24][CH2:23]1.FC(F)(F)S(OC(C1C=CC(F)=CC=1Cl)C(F)(F)F)(=O)=O.FC(F)(F)S(O[CH:74]([C:79]1[CH:84]=[CH:83][C:82]([F:85])=[C:81]([Cl:86])[CH:80]=1)[C:75]([F:78])([F:77])[F:76])(=O)=O. (3) Given the product [NH:15]1[CH:16]=[C:12]([S:11][C:2]2[CH:9]=[CH:8][C:5]([C:6]#[N:7])=[CH:4][CH:3]=2)[N:13]=[N:14]1, predict the reactants needed to synthesize it. The reactants are: F[C:2]1[CH:9]=[CH:8][C:5]([C:6]#[N:7])=[CH:4][CH:3]=1.[Na].[SH:11][C:12]1[N:13]=[N:14][NH:15][CH:16]=1. (4) Given the product [CH3:3][O:4][C:5]1[CH:6]=[C:7]([S:13]([N:16]2[CH:20]=[CH:19][C:18]([CH:21]=[CH:31][CH:32]=[CH:33][C:34]([O:36][CH2:37][CH3:38])=[O:35])=[CH:17]2)(=[O:14])=[O:15])[CH:8]=[CH:9][C:10]=1[O:11][CH3:12], predict the reactants needed to synthesize it. The reactants are: [H-].[Na+].[CH3:3][O:4][C:5]1[CH:6]=[C:7]([S:13]([N:16]2[CH:20]=[CH:19][C:18]([CH:21]=O)=[CH:17]2)(=[O:15])=[O:14])[CH:8]=[CH:9][C:10]=1[O:11][CH3:12].C(OP([CH2:31]/[CH:32]=[CH:33]/[C:34]([O:36][CH2:37][CH3:38])=[O:35])(OCC)=O)C.C([O-])(O)=O.[Na+].